This data is from Forward reaction prediction with 1.9M reactions from USPTO patents (1976-2016). The task is: Predict the product of the given reaction. Given the reactants [C:1](/[CH:3]=[CH:4]/[S:5]([C:8]1[CH:13]=[CH:12][C:11]([C:14]([CH3:19])([CH3:18])[C:15]([OH:17])=O)=[CH:10][CH:9]=1)(=[O:7])=[O:6])#[N:2].[NH2:20][C:21]1[CH:26]=[C:25]([CH3:27])[CH:24]=[CH:23][C:22]=1[OH:28].ON1C2C=CC=CC=2N=N1.ClCCCl.Cl.CN(C)CCCN=C=NCC, predict the reaction product. The product is: [C:1](/[CH:3]=[CH:4]/[S:5]([C:8]1[CH:9]=[CH:10][C:11]([C:14]([CH3:19])([CH3:18])[C:15]([NH:20][C:21]2[CH:26]=[C:25]([CH3:27])[CH:24]=[CH:23][C:22]=2[OH:28])=[O:17])=[CH:12][CH:13]=1)(=[O:6])=[O:7])#[N:2].